This data is from Catalyst prediction with 721,799 reactions and 888 catalyst types from USPTO. The task is: Predict which catalyst facilitates the given reaction. (1) Reactant: [F:1][C:2]([F:16])([F:15])[C:3]1[CH:8]=[CH:7][C:6]([C:9]2[O:13][C:12]([NH2:14])=[N:11][N:10]=2)=[CH:5][CH:4]=1.C(=O)([O-])[O-].[K+].[K+].CC1C=CC(S(O[CH2:34][CH2:35][O:36][C:37]2[CH:38]=[C:39]3[C:44](=[CH:45][CH:46]=2)[NH:43][C:42](=[O:47])[CH2:41][CH2:40]3)(=O)=O)=CC=1. Product: [F:16][C:2]([F:1])([F:15])[C:3]1[CH:4]=[CH:5][C:6]([C:9]2[O:13][C:12]([NH:14][CH2:34][CH2:35][O:36][C:37]3[CH:38]=[C:39]4[C:44](=[CH:45][CH:46]=3)[NH:43][C:42](=[O:47])[CH2:41][CH2:40]4)=[N:11][N:10]=2)=[CH:7][CH:8]=1. The catalyst class is: 18. (2) Reactant: S(Cl)(Cl)=O.[CH:5]1([S:8][C:9]2[CH:17]=[CH:16][C:12]([C:13](O)=[O:14])=[CH:11][CH:10]=2)[CH2:7][CH2:6]1.[NH3:18].O. Product: [CH:5]1([S:8][C:9]2[CH:17]=[CH:16][C:12]([C:13]([NH2:18])=[O:14])=[CH:11][CH:10]=2)[CH2:7][CH2:6]1. The catalyst class is: 4. (3) Reactant: [C:1]([O:5][C@@H:6]([C:12]1[C:45]([CH3:46])=[CH:44][C:15]2[N:16]=[C:17]([C:19]3[CH:24]=[CH:23][N:22]=[C:21]([C:25]4[CH:26]=[C:27]5[C:32](=[CH:33][CH:34]=4)[N:31]=[C:30]([NH:35]C(C4CCCCC4)=O)[CH:29]=[CH:28]5)[CH:20]=3)[S:18][C:14]=2[C:13]=1[C:47]1[CH:52]=[CH:51][C:50]([Cl:53])=[CH:49][CH:48]=1)[C:7]([O:9]CC)=[O:8])([CH3:4])([CH3:3])[CH3:2].[OH-].[Na+]. Product: [NH2:35][C:30]1[CH:29]=[CH:28][C:27]2[C:32](=[CH:33][CH:34]=[C:25]([C:21]3[CH:20]=[C:19]([C:17]4[S:18][C:14]5[C:13]([C:47]6[CH:48]=[CH:49][C:50]([Cl:53])=[CH:51][CH:52]=6)=[C:12]([C@H:6]([O:5][C:1]([CH3:3])([CH3:2])[CH3:4])[C:7]([OH:9])=[O:8])[C:45]([CH3:46])=[CH:44][C:15]=5[N:16]=4)[CH:24]=[CH:23][N:22]=3)[CH:26]=2)[N:31]=1. The catalyst class is: 36. (4) Reactant: C[O:2][C:3](=[O:41])[C:4]1[CH:9]=[CH:8][CH:7]=[C:6]([NH:10][C:11]([N:13]2[CH2:17][C@@H:16]([CH2:18][C:19]([CH3:22])([CH3:21])[CH3:20])[C@@:15]([C:25]3[CH:30]=[CH:29][C:28]([Cl:31])=[CH:27][C:26]=3[F:32])([C:23]#[N:24])[C@H:14]2[C:33]2[CH:38]=[CH:37][CH:36]=[C:35]([Cl:39])[C:34]=2[F:40])=[O:12])[CH:5]=1.[Li+].[OH-]. Product: [Cl:39][C:35]1[C:34]([F:40])=[C:33]([C@@H:14]2[C@:15]([C:25]3[CH:30]=[CH:29][C:28]([Cl:31])=[CH:27][C:26]=3[F:32])([C:23]#[N:24])[C@H:16]([CH2:18][C:19]([CH3:22])([CH3:20])[CH3:21])[CH2:17][N:13]2[C:11]([NH:10][C:6]2[CH:5]=[C:4]([CH:9]=[CH:8][CH:7]=2)[C:3]([OH:41])=[O:2])=[O:12])[CH:38]=[CH:37][CH:36]=1. The catalyst class is: 36. (5) Product: [C:1]([N:23]1[CH2:24][CH2:25][CH2:26][CH:21]([O:20][C:17]2[CH:18]=[C:19]3[C:14](=[CH:15][C:16]=2[O:27][CH3:28])[N:13]=[CH:12][N:11]=[C:10]3[NH:9][C:8]2[CH:29]=[CH:30][CH:31]=[C:6]([Cl:5])[C:7]=2[F:32])[CH2:22]1)(=[O:3])[CH3:2]. The catalyst class is: 2. Reactant: [C:1](Cl)(=[O:3])[CH3:2].[Cl:5][C:6]1[C:7]([F:32])=[C:8]([CH:29]=[CH:30][CH:31]=1)[NH:9][C:10]1[C:19]2[C:14](=[CH:15][C:16]([O:27][CH3:28])=[C:17]([O:20][CH:21]3[CH2:26][CH2:25][CH2:24][NH:23][CH2:22]3)[CH:18]=2)[N:13]=[CH:12][N:11]=1.C(N(C(C)C)CC)(C)C. (6) Reactant: C(O)(=O)C.C([O:7][C:8](=[O:39])[CH:9]([NH:29][C:30]1[CH:35]=[CH:34][C:33]([C:36](=[NH:38])[NH2:37])=[CH:32][CH:31]=1)[C:10]1[CH:15]=[C:14]([O:16][CH2:17][CH3:18])[CH:13]=[C:12]([O:19][CH2:20][CH:21]2[CH2:26][CH2:25][N:24]([CH3:27])[CH2:23][CH2:22]2)[C:11]=1[F:28])C.[Li+].[OH-].C(O)(=O)C. Product: [C:36]([C:33]1[CH:34]=[CH:35][C:30]([NH:29][CH:9]([C:10]2[CH:15]=[C:14]([O:16][CH2:17][CH3:18])[CH:13]=[C:12]([O:19][CH2:20][CH:21]3[CH2:26][CH2:25][N:24]([CH3:27])[CH2:23][CH2:22]3)[C:11]=2[F:28])[C:8]([OH:39])=[O:7])=[CH:31][CH:32]=1)(=[NH:37])[NH2:38]. The catalyst class is: 1. (7) Reactant: [CH2:1]([O:8][C:9]1[CH:14]=[CH:13][N:12]([C:15]2[CH:20]=[C:19]3[N:21](S(C4C=CC(C)=CC=4)(=O)=O)[C:22]4[CH2:23][CH:24]5[N:29]([CH2:30][C:31]=4[C:18]3=[CH:17][CH:16]=2)[CH2:28][CH2:27][CH2:26][CH2:25]5)[C:11](=[O:42])[CH:10]=1)[C:2]1[CH:7]=[CH:6][CH:5]=[CH:4][CH:3]=1.[OH-].[Na+].C(Cl)[Cl:46]. The catalyst class is: 5. Product: [ClH:46].[CH2:1]([O:8][C:9]1[CH:14]=[CH:13][N:12]([C:15]2[CH:20]=[C:19]3[NH:21][C:22]4[CH2:23][CH:24]5[N:29]([CH2:30][C:31]=4[C:18]3=[CH:17][CH:16]=2)[CH2:28][CH2:27][CH2:26][CH2:25]5)[C:11](=[O:42])[CH:10]=1)[C:2]1[CH:7]=[CH:6][CH:5]=[CH:4][CH:3]=1. (8) Reactant: [Cl:1][C:2]1[CH:9]=[C:8](F)[CH:7]=[CH:6][C:3]=1[C:4]#[N:5].[CH:11]1([CH2:14][C@@H:15]([C:17]([OH:19])=[O:18])[NH2:16])[CH2:13][CH2:12]1.C(=O)([O-])[O-].[Cs+].[Cs+].C(OCC)(=O)C. Product: [Cl:1][C:2]1[CH:9]=[C:8]([NH:16][C@H:15]([C:17]([OH:19])=[O:18])[CH2:14][CH:11]2[CH2:13][CH2:12]2)[CH:7]=[CH:6][C:3]=1[C:4]#[N:5]. The catalyst class is: 16.